From a dataset of Reaction yield outcomes from USPTO patents with 853,638 reactions. Predict the reaction yield, written as a fraction of the theoretical maximum amount of product (1.0 means a 100% yield; for example, 0.34 means a 34% yield). (1) The product is [Cl:14][C:13]([Cl:15])=[C:12]1[CH:4]2[C:3]3[C:2]([CH:24]=[O:25])=[CH:11][CH:10]=[CH:9][C:8]=3[CH:7]1[CH2:6][CH2:5]2. The catalyst is O1CCCC1. The yield is 0.540. The reactants are Br[C:2]1[CH:11]=[CH:10][CH:9]=[C:8]2[C:3]=1[CH:4]1[C:12](=[C:13]([Cl:15])[Cl:14])[CH:7]2[CH2:6][CH2:5]1.[Li]CCCC.CN([CH:24]=[O:25])C.Cl. (2) The product is [CH2:34]([N:17]([CH2:13][CH2:14][CH2:15][CH3:16])[C:18]([C:20]1[C:24]([Cl:1])=[C:23]([CH2:25][CH2:26][O:27][CH:28]2[CH2:33][CH2:32][CH2:31][CH2:30][O:29]2)[NH:22][N:21]=1)=[O:19])[CH2:35][CH2:36][CH3:37]. The yield is 0.790. The reactants are [Cl:1]C1C(C(OCC)=O)=NNC=1C.[CH2:13]([N:17]([CH2:34][CH2:35][CH2:36][CH3:37])[C:18]([C:20]1[CH:24]=[C:23]([CH2:25][CH2:26][O:27][CH:28]2[CH2:33][CH2:32][CH2:31][CH2:30][O:29]2)[NH:22][N:21]=1)=[O:19])[CH2:14][CH2:15][CH3:16]. No catalyst specified. (3) The reactants are [Li+].CC([N-]C(C)C)C.[CH2:9]([O:11][C:12](=[O:16])[CH:13]([CH3:15])[CH3:14])[CH3:10].[O:17]1[CH2:22][CH2:21][C:20](=[O:23])[CH2:19][CH2:18]1.[NH4+].[Cl-]. The catalyst is O1CCCC1.CCCCCC. The product is [CH2:9]([O:11][C:12](=[O:16])[C:13]([C:20]1([OH:23])[CH2:21][CH2:22][O:17][CH2:18][CH2:19]1)([CH3:15])[CH3:14])[CH3:10]. The yield is 0.920.